From a dataset of Catalyst prediction with 721,799 reactions and 888 catalyst types from USPTO. Predict which catalyst facilitates the given reaction. (1) Reactant: [F:1][C:2]1[C:10]([I:11])=[C:9]([CH3:12])[CH:8]=[CH:7][C:3]=1[CH:4]=[N:5][OH:6].[Cl:13]N1C(=O)CCC1=O.O. Product: [F:1][C:2]1[C:10]([I:11])=[C:9]([CH3:12])[CH:8]=[CH:7][C:3]=1[C:4](=[N:5][OH:6])[Cl:13]. The catalyst class is: 3. (2) Reactant: [CH3:1][N:2]([CH3:19])[C:3]1[N:8]=[CH:7][N:6]=[C:5]([NH:9][C:10]2[CH:18]=[CH:17][C:13]([C:14]([OH:16])=[O:15])=[CH:12][CH:11]=2)[CH:4]=1.[Si](C=[N+]=[N-])(C)(C)[CH3:21]. Product: [CH3:21][O:15][C:14](=[O:16])[C:13]1[CH:17]=[CH:18][C:10]([NH:9][C:5]2[CH:4]=[C:3]([N:2]([CH3:19])[CH3:1])[N:8]=[CH:7][N:6]=2)=[CH:11][CH:12]=1. The catalyst class is: 224. (3) Reactant: Br[C:2]1[CH:7]=[C:6]([Cl:8])[CH:5]=[C:4]([Br:9])[CH:3]=1.CC1(C)C(C)(C)OB([C:18]2[CH:23]=[CH:22][N:21]=[CH:20][CH:19]=2)O1.C([O-])([O-])=O.[K+].[K+]. Product: [Br:9][C:4]1[CH:3]=[C:2]([C:18]2[CH:23]=[CH:22][N:21]=[CH:20][CH:19]=2)[CH:7]=[C:6]([Cl:8])[CH:5]=1. The catalyst class is: 73. (4) Reactant: [NH2:1][C:2]1[CH:7]=[C:6]([F:8])[CH:5]=[CH:4][C:3]=1[C:9]([NH:11][C@@H:12]([CH2:17][CH2:18][NH:19][C:20]([O:22][C:23]([CH3:26])([CH3:25])[CH3:24])=[O:21])[C:13]([O:15][CH3:16])=[O:14])=[O:10].[N:27]([C:30]1[C:35]([CH3:36])=[CH:34][C:33]([CH3:37])=[CH:32][C:31]=1[CH3:38])=[C:28]=[O:29]. Product: [CH3:24][C:23]([O:22][C:20]([NH:19][CH2:18][CH2:17][C@H:12]([NH:11][C:9]([C:3]1[CH:4]=[CH:5][C:6]([F:8])=[CH:7][C:2]=1[NH:1][C:28]([NH:27][C:30]1[C:31]([CH3:38])=[CH:32][C:33]([CH3:37])=[CH:34][C:35]=1[CH3:36])=[O:29])=[O:10])[C:13]([O:15][CH3:16])=[O:14])=[O:21])([CH3:26])[CH3:25]. The catalyst class is: 17. (5) Reactant: [NH2:1][C:2]1[CH:7]=[CH:6][C:5]([C:8]2[N:13]=[C:12]([N:14]3[CH2:19][CH2:18][O:17][CH2:16][CH2:15]3)[C:11]3=[CH:20][C:21]([C:23]([N:25]([CH3:27])[CH3:26])=O)=[CH:22][N:10]3[N:9]=2)=[CH:4][CH:3]=1.O1CCCC1.CSC.B. Product: [NH2:1][C:2]1[CH:7]=[CH:6][C:5]([C:8]2[N:13]=[C:12]([N:14]3[CH2:15][CH2:16][O:17][CH2:18][CH2:19]3)[C:11]3=[CH:20][C:21]([CH2:23][N:25]([CH3:27])[CH3:26])=[CH:22][N:10]3[N:9]=2)=[CH:4][CH:3]=1. The catalyst class is: 12.